From a dataset of CYP1A2 inhibition data for predicting drug metabolism from PubChem BioAssay. Regression/Classification. Given a drug SMILES string, predict its absorption, distribution, metabolism, or excretion properties. Task type varies by dataset: regression for continuous measurements (e.g., permeability, clearance, half-life) or binary classification for categorical outcomes (e.g., BBB penetration, CYP inhibition). Dataset: cyp1a2_veith. (1) The result is 0 (non-inhibitor). The molecule is CC(=O)C1=NOC(CNC(=O)c2c(-c3ccccc3Cl)noc2C)C1. (2) The compound is CC(C)[C@H](NC(=O)OCc1ccccc1)C(=O)N[C@H](C=O)Cc1ccccc1. The result is 0 (non-inhibitor). (3) The molecule is O=C(c1ccncc1)N1CCC2(CCN(Cc3ccccc3)CC2)CC1. The result is 0 (non-inhibitor). (4) The compound is O=C(Nc1ccccc1)N1CC2(CCN(C(=O)c3cccc(F)c3)CC2)C1. The result is 0 (non-inhibitor). (5) The drug is Sc1ccc2ccccc2c1CNCc1ccccc1. The result is 1 (inhibitor).